This data is from Forward reaction prediction with 1.9M reactions from USPTO patents (1976-2016). The task is: Predict the product of the given reaction. (1) Given the reactants C([O:3][C:4](=[O:23])[C:5]1[CH:10]=[CH:9][C:8]([NH:11][C:12]2[N:17]=[C:16]([C:18]3[S:19][CH:20]=[CH:21][N:22]=3)[CH:15]=[CH:14][N:13]=2)=[CH:7][CH:6]=1)C.C(OC(=O)C1C=CC(NC2N=C(C3C=NC=CC=3)C=CN=2)=CC=1)C, predict the reaction product. The product is: [S:19]1[CH:20]=[CH:21][N:22]=[C:18]1[C:16]1[CH:15]=[CH:14][N:13]=[C:12]([NH:11][C:8]2[CH:7]=[CH:6][C:5]([C:4]([OH:23])=[O:3])=[CH:10][CH:9]=2)[N:17]=1. (2) Given the reactants [CH2:1]([O:5][C:6]1[C:18]([O:19][CH3:20])=[CH:17][CH:16]=[CH:15][C:7]=1[CH2:8][N:9]([CH3:14])[C:10](=[O:13])[CH:11]=[CH2:12])[CH:2]([CH3:4])[CH3:3].C(N(C(C)C)CC)(C)C.Br[C:31]1[CH:44]=[N:43][C:34]2[NH:35][C:36](=[O:42])[C:37]([CH3:41])([CH3:40])[NH:38][CH2:39][C:33]=2[CH:32]=1.CC1C=CC=CC=1P(C1C=CC=CC=1C)C1C=CC=CC=1C, predict the reaction product. The product is: [CH3:40][C:37]1([CH3:41])[C:36](=[O:42])[NH:35][C:34]2[N:43]=[CH:44][C:31](/[CH:12]=[CH:11]/[C:10]([N:9]([CH2:8][C:7]3[CH:15]=[CH:16][CH:17]=[C:18]([O:19][CH3:20])[C:6]=3[O:5][CH2:1][CH:2]([CH3:3])[CH3:4])[CH3:14])=[O:13])=[CH:32][C:33]=2[CH2:39][NH:38]1. (3) Given the reactants Br[C:2]1[CH:22]=[CH:21][C:5]2[N:6]([C:15]3[CH:20]=[CH:19][CH:18]=[CH:17][CH:16]=3)[C:7]([C:9]3[CH:14]=[CH:13][CH:12]=[CH:11][CH:10]=3)=[N:8][C:4]=2[CH:3]=1.[Cl:23][C:24]1[CH:29]=[CH:28][C:27](B(O)O)=[CH:26][CH:25]=1.C(=O)([O-])[O-].[Na+].[Na+], predict the reaction product. The product is: [Cl:23][C:24]1[CH:29]=[CH:28][C:27]([C:2]2[CH:22]=[CH:21][C:5]3[N:6]([C:15]4[CH:20]=[CH:19][CH:18]=[CH:17][CH:16]=4)[C:7]([C:9]4[CH:14]=[CH:13][CH:12]=[CH:11][CH:10]=4)=[N:8][C:4]=3[CH:3]=2)=[CH:26][CH:25]=1. (4) Given the reactants [CH3:1][C:2]1[CH:3]=[CH:4][C:5]2[C:6](=[O:15])[N:7]3[CH2:14][CH2:13][CH2:12][C:8]3=[N:9][C:10]=2[CH:11]=1.C1C(=O)N([Br:23])C(=O)C1, predict the reaction product. The product is: [Br:23][CH2:1][C:2]1[CH:3]=[CH:4][C:5]2[C:6](=[O:15])[N:7]3[CH2:14][CH2:13][CH2:12][C:8]3=[N:9][C:10]=2[CH:11]=1.